From a dataset of M1 muscarinic receptor antagonist screen with 61,756 compounds. Binary Classification. Given a drug SMILES string, predict its activity (active/inactive) in a high-throughput screening assay against a specified biological target. (1) The compound is S(=O)(=O)(N1CCN(CC1)C(OCC)=O)c1c(c(c(cc1)C)C)C. The result is 0 (inactive). (2) The compound is Fc1ccc(N2CCN(CC2)CCCNC(=O)c2c(cc(oc2C)=O)C)cc1. The result is 0 (inactive). (3) The drug is Clc1c(CNC(=O)C2CCN(S(=O)(=O)N3CCC4(OCCO4)CC3)CC2)cccc1. The result is 0 (inactive). (4) The drug is Clc1sc(c2nc3n(nc(c3c(c2)C(OCC)=O)C)C)cc1. The result is 0 (inactive). (5) The result is 0 (inactive). The compound is S(=O)(=O)(NCc1n(c(SCC(OC)=O)nn1)C)c1ccc(cc1)C. (6) The molecule is S(=O)(=O)(NCc1cccnc1)c1cc2c(N(C(=O)C3CCC3)CC2)cc1. The result is 0 (inactive).